This data is from Full USPTO retrosynthesis dataset with 1.9M reactions from patents (1976-2016). The task is: Predict the reactants needed to synthesize the given product. Given the product [ClH:1].[CH2:20]([N:27]1[CH2:32][CH2:31][C:30]([CH2:8][C:9]([C:11]2[CH:12]=[C:13]3[C:17](=[CH:18][CH:19]=2)[NH:16][CH2:15][CH2:14]3)=[O:10])([OH:33])[CH2:29][CH2:28]1)[C:21]1[CH:22]=[CH:23][CH:24]=[CH:25][CH:26]=1, predict the reactants needed to synthesize it. The reactants are: [Cl-:1].[Ce+3].[Cl-].[Cl-].[I-].[Na+].Br[CH2:8][C:9]([C:11]1[CH:12]=[C:13]2[C:17](=[CH:18][CH:19]=1)[NH:16][CH2:15][CH2:14]2)=[O:10].[CH2:20]([N:27]1[CH2:32][CH2:31][C:30](=[O:33])[CH2:29][CH2:28]1)[C:21]1[CH:26]=[CH:25][CH:24]=[CH:23][CH:22]=1.